From a dataset of Reaction yield outcomes from USPTO patents with 853,638 reactions. Predict the reaction yield, written as a fraction of the theoretical maximum amount of product (1.0 means a 100% yield; for example, 0.34 means a 34% yield). (1) The reactants are [CH:1]([N:4]1[CH2:9][CH2:8][CH:7]([O:10][C:11]2[CH:19]=[CH:18][C:17]3[N:16]4[C@H:20]([CH3:25])[CH2:21][NH:22][C:23](=[O:24])[C:15]4=[CH:14][C:13]=3[CH:12]=2)[CH2:6][CH2:5]1)([CH3:3])[CH3:2].[Cl:26]N1C(=O)CCC1=O.[OH-].[Na+]. The catalyst is CN(C)C=O. The product is [Cl:26][C:14]1[C:13]2[CH:12]=[C:11]([O:10][CH:7]3[CH2:8][CH2:9][N:4]([CH:1]([CH3:3])[CH3:2])[CH2:5][CH2:6]3)[CH:19]=[CH:18][C:17]=2[N:16]2[C@H:20]([CH3:25])[CH2:21][NH:22][C:23](=[O:24])[C:15]=12. The yield is 0.370. (2) The reactants are [N+:1]([C:4]1[CH:8]=[C:7]([C:9](O)=[O:10])[NH:6][N:5]=1)([O-:3])=[O:2].B.C1COCC1.Cl. No catalyst specified. The product is [N+:1]([C:4]1[CH:8]=[C:7]([CH2:9][OH:10])[NH:6][N:5]=1)([O-:3])=[O:2]. The yield is 0.790. (3) The reactants are [OH-].[K+].[NH2:3][C:4]1[S:5][CH:6]=[C:7]([CH3:14])[C:8]=1[C:9]([O:11][CH2:12]C)=[O:10].ClC(OC(Cl)(Cl)Cl)=[O:17]. The catalyst is O. The product is [CH3:14][C:7]1[C:8]2[C:9](=[O:10])[O:11][C:12](=[O:17])[NH:3][C:4]=2[S:5][CH:6]=1. The yield is 0.660. (4) The reactants are [NH2:1][CH:2]([CH3:18])[C:3]([O:5][CH2:6][CH2:7][CH2:8][CH2:9][CH2:10][CH2:11][CH2:12][CH2:13][CH2:14][CH2:15][CH2:16][CH3:17])=[O:4].C(=O)(O)[O-].[Na+].[CH2:24]([CH2:26]N)[OH:25]. The catalyst is Cl.CN(C)C(C)C(OCCCCCCCCCCCC)=O. The product is [OH:25][CH2:24][CH2:26][NH:1][CH:2]([CH3:18])[C:3]([O:5][CH2:6][CH2:7][CH2:8][CH2:9][CH2:10][CH2:11][CH2:12][CH2:13][CH2:14][CH2:15][CH2:16][CH3:17])=[O:4]. The yield is 0.950. (5) The reactants are S(Cl)([Cl:3])=O.[F:5][CH:6]([F:16])[C:7]1[C:11]([C:12](O)=[O:13])=[CH:10][N:9]([CH3:15])[N:8]=1. The catalyst is ClC1C=CC=CC=1. The product is [F:5][CH:6]([F:16])[C:7]1[C:11]([C:12]([Cl:3])=[O:13])=[CH:10][N:9]([CH3:15])[N:8]=1. The yield is 0.980.